This data is from NCI-60 drug combinations with 297,098 pairs across 59 cell lines. The task is: Regression. Given two drug SMILES strings and cell line genomic features, predict the synergy score measuring deviation from expected non-interaction effect. (1) Drug 1: CC1=C(C=C(C=C1)NC2=NC=CC(=N2)N(C)C3=CC4=NN(C(=C4C=C3)C)C)S(=O)(=O)N.Cl. Drug 2: CN(C)N=NC1=C(NC=N1)C(=O)N. Cell line: SK-MEL-5. Synergy scores: CSS=4.34, Synergy_ZIP=-1.13, Synergy_Bliss=3.68, Synergy_Loewe=-2.64, Synergy_HSA=-0.172. (2) Drug 1: CCC1(CC2CC(C3=C(CCN(C2)C1)C4=CC=CC=C4N3)(C5=C(C=C6C(=C5)C78CCN9C7C(C=CC9)(C(C(C8N6C)(C(=O)OC)O)OC(=O)C)CC)OC)C(=O)OC)O.OS(=O)(=O)O. Drug 2: CS(=O)(=O)OCCCCOS(=O)(=O)C. Cell line: HCC-2998. Synergy scores: CSS=3.11, Synergy_ZIP=-3.08, Synergy_Bliss=-2.13, Synergy_Loewe=2.63, Synergy_HSA=-0.770.